From a dataset of Forward reaction prediction with 1.9M reactions from USPTO patents (1976-2016). Predict the product of the given reaction. (1) The product is: [C:29]1([C:22]2[C:23]3[C:28](=[CH:27][CH:26]=[CH:25][CH:24]=3)[C:19]([NH:1][C:2]3[CH:17]=[CH:16][C:5]([O:6][C:7]4[C:12]([B:13]([OH:15])[OH:14])=[CH:11][CH:10]=[CH:9][N:8]=4)=[CH:4][CH:3]=3)=[N:20][N:21]=2)[CH:30]=[CH:31][CH:32]=[CH:33][CH:34]=1. Given the reactants [NH2:1][C:2]1[CH:17]=[CH:16][C:5]([O:6][C:7]2[C:12]([B:13]([OH:15])[OH:14])=[CH:11][CH:10]=[CH:9][N:8]=2)=[CH:4][CH:3]=1.Cl[C:19]1[C:28]2[C:23](=[CH:24][CH:25]=[CH:26][CH:27]=2)[C:22]([C:29]2[CH:34]=[CH:33][CH:32]=[CH:31][CH:30]=2)=[N:21][N:20]=1.CC(O)CC, predict the reaction product. (2) Given the reactants Cl[C:2]1[C:3]2[S:10][CH:9]=[C:8]([C:11]([NH:13][C:14]3[C:19]([Cl:20])=[CH:18][CH:17]=[C:16]([NH:21][S:22]([CH2:25][CH2:26][CH2:27][F:28])(=[O:24])=[O:23])[C:15]=3[Cl:29])=[O:12])[C:4]=2[N:5]=[CH:6][N:7]=1.[CH3:30][Al](C)C, predict the reaction product. The product is: [Cl:29][C:15]1[C:16]([NH:21][S:22]([CH2:25][CH2:26][CH2:27][F:28])(=[O:23])=[O:24])=[CH:17][CH:18]=[C:19]([Cl:20])[C:14]=1[NH:13][C:11]([C:8]1[C:4]2[N:5]=[CH:6][N:7]=[C:2]([CH3:30])[C:3]=2[S:10][CH:9]=1)=[O:12].